Task: Regression. Given two drug SMILES strings and cell line genomic features, predict the synergy score measuring deviation from expected non-interaction effect.. Dataset: NCI-60 drug combinations with 297,098 pairs across 59 cell lines (1) Drug 1: CC(CN1CC(=O)NC(=O)C1)N2CC(=O)NC(=O)C2. Drug 2: C1=NC(=NC(=O)N1C2C(C(C(O2)CO)O)O)N. Cell line: OVCAR-4. Synergy scores: CSS=14.5, Synergy_ZIP=-4.11, Synergy_Bliss=1.41, Synergy_Loewe=3.02, Synergy_HSA=2.77. (2) Drug 1: COC1=NC(=NC2=C1N=CN2C3C(C(C(O3)CO)O)O)N. Drug 2: C1=NC(=NC(=O)N1C2C(C(C(O2)CO)O)O)N. Cell line: EKVX. Synergy scores: CSS=0.148, Synergy_ZIP=1.23, Synergy_Bliss=4.26, Synergy_Loewe=1.37, Synergy_HSA=0.435.